Dataset: Reaction yield outcomes from USPTO patents with 853,638 reactions. Task: Predict the reaction yield, written as a fraction of the theoretical maximum amount of product (1.0 means a 100% yield; for example, 0.34 means a 34% yield). (1) The reactants are [Cl:1][C:2]1[C:3]([O:12][C:13]2[CH:18]=[C:17]([OH:19])[CH:16]=[CH:15][C:14]=2/[CH:20]=[CH:21]/[C:22]([O:24][CH2:25][CH3:26])=[O:23])=[N:4][CH:5]=[C:6]([C:8]([F:11])([F:10])[F:9])[CH:7]=1.[CH:27]([Si:30]([CH:38]([CH3:40])[CH3:39])([CH:35]([CH3:37])[CH3:36])[O:31][CH2:32][CH2:33]O)([CH3:29])[CH3:28].C(P(CCCC)CCCC)CCC.N(C(N1CCCCC1)=O)=NC(N1CCCCC1)=O. The catalyst is O1CCCC1. The product is [Cl:1][C:2]1[C:3]([O:12][C:13]2[CH:18]=[C:17]([O:19][CH2:33][CH2:32][O:31][Si:30]([CH:35]([CH3:36])[CH3:37])([CH:27]([CH3:29])[CH3:28])[CH:38]([CH3:39])[CH3:40])[CH:16]=[CH:15][C:14]=2/[CH:20]=[CH:21]/[C:22]([O:24][CH2:25][CH3:26])=[O:23])=[N:4][CH:5]=[C:6]([C:8]([F:9])([F:11])[F:10])[CH:7]=1. The yield is 0.890. (2) The reactants are [CH2:1]([O:3][C:4](=[O:17])[CH2:5][C:6]1[N:16]=[CH:15][CH:14]=[CH:13][C:7]=1[C:8]([O:10]CC)=O)[CH3:2].[H-].[Na+].[F:20][C:21]1[CH:30]=[C:29]([I:31])[CH:28]=[CH:27][C:22]=1[N:23]=[C:24]=[N:25][CH3:26]. The catalyst is C1COCC1. The product is [F:20][C:21]1[CH:30]=[C:29]([I:31])[CH:28]=[CH:27][C:22]=1[NH:23][C:24]1[N:25]([CH3:26])[C:8](=[O:10])[C:7]2[CH:13]=[CH:14][CH:15]=[N:16][C:6]=2[C:5]=1[C:4]([O:3][CH2:1][CH3:2])=[O:17]. The yield is 0.810. (3) The reactants are [OH:1][C:2]1[CH:3]=[C:4]([C:8]2([C:16]3[CH:21]=[CH:20][C:19]([O:22][CH3:23])=[CH:18][CH:17]=3)[NH:12][C:11](=S)[N:10]([CH3:14])[C:9]2=[O:15])[CH:5]=[CH:6][CH:7]=1.C([N:26](CC)CC)C.[CH3:31][O:32][CH2:33][CH2:34][CH2:35][S:36]([Cl:39])(=[O:38])=[O:37].[OH-].[NH4+].C(OO)(C)(C)C.Cl. The catalyst is ClCCl. The product is [ClH:39].[CH3:31][O:32][CH2:33][CH2:34][CH2:35][S:36]([O:1][C:2]1[CH:7]=[CH:6][CH:5]=[C:4]([C:8]2([C:16]3[CH:17]=[CH:18][C:19]([O:22][CH3:23])=[CH:20][CH:21]=3)[C:9](=[O:15])[N:10]([CH3:14])[C:11]([NH2:26])=[N:12]2)[CH:3]=1)(=[O:38])=[O:37]. The yield is 0.410. (4) The product is [Cl:1][C:2]1[CH:11]=[C:10]2[C:5]([C:6]([OH:13])=[C:7]([N+:15]([O-:17])=[O:16])[C:8](=[O:12])[NH:9]2)=[CH:4][C:3]=1[I:14]. The reactants are [Cl:1][C:2]1[CH:11]=[C:10]2[C:5]([C:6]([OH:13])=[CH:7][C:8](=[O:12])[NH:9]2)=[CH:4][C:3]=1[I:14].[N+:15]([O-])([OH:17])=[O:16]. No catalyst specified. The yield is 0.820. (5) The reactants are Br[C:2]1[C:7]2[N:8]=[C:9]([C:11]3[CH:16]=[CH:15][C:14]([O:17]C)=[CH:13][CH:12]=3)[S:10][C:6]=2[CH:5]=[C:4]([O:19]C)[CH:3]=1.IC1[C:27]2[N:28]=C(C3C=CC(OC)=CC=3)SC=2C=C(OC)C=1.[I-].[K+].Cl. The catalyst is CS(C)=O.[Cu]I. The product is [C:27]([C:2]1[C:7]2[N:8]=[C:9]([C:11]3[CH:12]=[CH:13][C:14]([OH:17])=[CH:15][CH:16]=3)[S:10][C:6]=2[CH:5]=[C:4]([OH:19])[CH:3]=1)#[N:28]. The yield is 0.890. (6) The reactants are [O:1]1[CH:5]=[CH:4][CH:3]=[C:2]1[C:6](=[O:16])[CH2:7][C:8]1[CH:9]=[N:10][C:11]([O:14]C)=[CH:12][CH:13]=1.I[CH3:18]. The catalyst is CC(OC)(C)C. The product is [O:1]1[CH:5]=[CH:4][CH:3]=[C:2]1[C:6](=[O:16])[CH2:7][C:8]1[CH:13]=[CH:12][C:11](=[O:14])[N:10]([CH3:18])[CH:9]=1. The yield is 0.857. (7) The reactants are [O:1]([CH:8]([C:11]1[CH:20]=[CH:19][C:14]([C:15]([O:17]C)=[O:16])=[CH:13][CH:12]=1)[CH2:9][CH3:10])[C:2]1[CH:7]=[CH:6][CH:5]=[CH:4][CH:3]=1.O1CCCC1.CO.Cl. The catalyst is O. The product is [O:1]([CH:8]([C:11]1[CH:12]=[CH:13][C:14]([C:15]([OH:17])=[O:16])=[CH:19][CH:20]=1)[CH2:9][CH3:10])[C:2]1[CH:3]=[CH:4][CH:5]=[CH:6][CH:7]=1. The yield is 1.00. (8) The reactants are [Cl:1][C:2]1[CH:7]=[CH:6][C:5]([CH3:8])=[CH:4][C:3]=1[NH:9][C:10]1[N:15]2[N:16]=[CH:17][C:18]([C:19]([O:21][CH2:22][CH3:23])=[O:20])=[C:14]2[N:13]=[CH:12][C:11]=1[C:24]([OH:26])=O.Cl.[F:28][C:29]1[CH:34]=[CH:33][C:32]2[C:35]3([CH2:41][O:42][C:31]=2[CH:30]=1)[CH2:40][CH2:39][NH:38][CH2:37][CH2:36]3. No catalyst specified. The product is [Cl:1][C:2]1[CH:7]=[CH:6][C:5]([CH3:8])=[CH:4][C:3]=1[NH:9][C:10]1[N:15]2[N:16]=[CH:17][C:18]([C:19]([O:21][CH2:22][CH3:23])=[O:20])=[C:14]2[N:13]=[CH:12][C:11]=1[C:24]([N:38]1[CH2:39][CH2:40][C:35]2([C:32]3[CH:33]=[CH:34][C:29]([F:28])=[CH:30][C:31]=3[O:42][CH2:41]2)[CH2:36][CH2:37]1)=[O:26]. The yield is 1.00.